The task is: Predict which catalyst facilitates the given reaction.. This data is from Catalyst prediction with 721,799 reactions and 888 catalyst types from USPTO. (1) Reactant: [CH:1]1([C:4]([N:6]2[CH2:10][CH2:9][C@@H:8]([CH2:11][N:12]3[C:16]4[CH:17]=[CH:18][C:19]([C:21]([F:24])([F:23])[F:22])=[CH:20][C:15]=4[N:14]=[C:13]3[C:25]3[CH:30]=[CH:29][C:28](B4OC(C)(C)C(C)(C)O4)=[CH:27][CH:26]=3)[CH2:7]2)=[O:5])[CH2:3][CH2:2]1.Br[C:41]1[CH:49]=[CH:48][C:44]2[N:45]=[CH:46][O:47][C:43]=2[CH:42]=1.C(=O)([O-])[O-].[K+].[K+]. Product: [CH:1]1([C:4]([N:6]2[CH2:10][CH2:9][C@@H:8]([CH2:11][N:12]3[C:16]4[CH:17]=[CH:18][C:19]([C:21]([F:23])([F:22])[F:24])=[CH:20][C:15]=4[N:14]=[C:13]3[C:25]3[CH:26]=[CH:27][C:28]([C:41]4[CH:49]=[CH:48][C:44]5[N:45]=[CH:46][O:47][C:43]=5[CH:42]=4)=[CH:29][CH:30]=3)[CH2:7]2)=[O:5])[CH2:3][CH2:2]1. The catalyst class is: 368. (2) Reactant: [Cl:1][C:2]1[CH:3]=[C:4]([CH:8]=[C:9]([S:11]([CH3:14])(=[O:13])=[O:12])[CH:10]=1)[C:5](O)=[O:6]. Product: [Cl:1][C:2]1[CH:3]=[C:4]([CH2:5][OH:6])[CH:8]=[C:9]([S:11]([CH3:14])(=[O:12])=[O:13])[CH:10]=1. The catalyst class is: 7. (3) Reactant: [C:1]([C:3]1[C:8]([CH2:9][C:10]([O:12][CH2:13][CH3:14])=[O:11])=[CH:7][N:6]=[CH:5][N:4]=1)#[CH:2].Cl[C:16]1[C:21]([C:22]([F:25])([F:24])[F:23])=[CH:20][N:19]=[C:18]([NH:26][C:27]2[CH:32]=[CH:31][C:30]([CH:33]3[CH2:38][CH2:37][N:36]([C:39]([O:41][C:42]([CH3:45])([CH3:44])[CH3:43])=[O:40])[CH2:35][CH2:34]3)=[CH:29][CH:28]=2)[N:17]=1.C(N(CC)CC)C.F[B-](F)(F)F.C([PH+](C(C)(C)C)C(C)(C)C)(C)(C)C. Product: [CH2:13]([O:12][C:10](=[O:11])[CH2:9][C:8]1[C:3]([C:1]#[C:2][C:20]2[C:21]([C:22]([F:23])([F:24])[F:25])=[CH:16][N:17]=[C:18]([NH:26][C:27]3[CH:32]=[CH:31][C:30]([CH:33]4[CH2:34][CH2:35][N:36]([C:39]([O:41][C:42]([CH3:45])([CH3:44])[CH3:43])=[O:40])[CH2:37][CH2:38]4)=[CH:29][CH:28]=3)[N:19]=2)=[N:4][CH:5]=[N:6][CH:7]=1)[CH3:14]. The catalyst class is: 233. (4) Reactant: [Br:1][C:2]1[CH:7]=[CH:6][C:5]([C:8](=O)[CH3:9])=[C:4]([OH:11])[CH:3]=1.C([O-])(=O)C.[Na+].Cl.[NH2:18][OH:19]. Product: [Br:1][C:2]1[CH:7]=[CH:6][C:5](/[C:8](=[N:18]/[OH:19])/[CH3:9])=[C:4]([OH:11])[CH:3]=1. The catalyst class is: 6. (5) Reactant: [Cl:1][C:2]1[C:7]([O:8][CH3:9])=[C:6]([CH:10]([F:12])[F:11])[CH:5]=[CH:4][C:3]=1[N+:13]([O-])=O. Product: [Cl:1][C:2]1[C:7]([O:8][CH3:9])=[C:6]([CH:10]([F:11])[F:12])[CH:5]=[CH:4][C:3]=1[NH2:13]. The catalyst class is: 29. (6) Reactant: [CH3:1][C:2]1[CH:3]=[CH:4][N:5]2[C:10]=1[C:9](=[O:11])[N:8]([C:12]1[CH:17]=[CH:16][CH:15]=[CH:14][CH:13]=1)[C:7]([C@@H:18]([NH:20]C(=O)OC(C)(C)C)[CH3:19])=[N:6]2.FC(F)(F)C(O)=O. Product: [NH2:20][C@H:18]([C:7]1[N:8]([C:12]2[CH:17]=[CH:16][CH:15]=[CH:14][CH:13]=2)[C:9](=[O:11])[C:10]2=[C:2]([CH3:1])[CH:3]=[CH:4][N:5]2[N:6]=1)[CH3:19]. The catalyst class is: 4. (7) Reactant: Cl[C:2]1[C:11]([O:12][CH2:13][CH:14]2[CH2:16][CH2:15]2)=[C:10]([Cl:17])[C:9]2[C:4](=[CH:5][CH:6]=[C:7]([C:18]([C:30]3[N:34]([CH3:35])[CH:33]=[N:32][CH:31]=3)([C:20]3[CH:21]=[N:22][C:23]([C:26]([F:29])([F:28])[F:27])=[CH:24][CH:25]=3)[OH:19])[CH:8]=2)[N:3]=1.C(O)(C(F)(F)F)=O.[NH:43]1[CH2:46][CH2:45][CH2:44]1. Product: [N:43]1([C:2]2[C:11]([O:12][CH2:13][CH:14]3[CH2:16][CH2:15]3)=[C:10]([Cl:17])[C:9]3[C:4](=[CH:5][CH:6]=[C:7]([C:18]([C:30]4[N:34]([CH3:35])[CH:33]=[N:32][CH:31]=4)([C:20]4[CH:21]=[N:22][C:23]([C:26]([F:28])([F:29])[F:27])=[CH:24][CH:25]=4)[OH:19])[CH:8]=3)[N:3]=2)[CH2:46][CH2:45][CH2:44]1. The catalyst class is: 9.